Dataset: Full USPTO retrosynthesis dataset with 1.9M reactions from patents (1976-2016). Task: Predict the reactants needed to synthesize the given product. (1) Given the product [CH3:3][C:4]1[C:13]([CH3:14])=[C:12]([C:21](=[O:25])[CH2:22][CH2:23][CH3:24])[C:11]2[C:6](=[C:7]([F:20])[CH:8]=[C:9]([C:16]([CH3:19])([CH3:18])[CH3:17])[CH:10]=2)[N:5]=1, predict the reactants needed to synthesize it. The reactants are: [H-].[Na+].[CH3:3][C:4]1[C:13]([CH3:14])=[C:12](O)[C:11]2[C:6](=[C:7]([F:20])[CH:8]=[C:9]([C:16]([CH3:19])([CH3:18])[CH3:17])[CH:10]=2)[N:5]=1.[C:21](Cl)(=[O:25])[CH2:22][CH2:23][CH3:24]. (2) Given the product [C:1]([O:5][C:6]([N:8]1[CH2:12][CH2:11][C:10]2([CH2:21][C:20](=[O:22])[C:19]3[C:14](=[CH:15][CH:16]=[C:17](/[CH:23]=[CH:24]/[C:25]([NH:42][O:43][CH:44]4[CH2:49][CH2:48][CH2:47][CH2:46][O:45]4)=[O:27])[CH:18]=3)[O:13]2)[CH2:9]1)=[O:7])([CH3:2])([CH3:4])[CH3:3], predict the reactants needed to synthesize it. The reactants are: [C:1]([O:5][C:6]([N:8]1[CH2:12][CH2:11][C:10]2([CH2:21][C:20](=[O:22])[C:19]3[C:14](=[CH:15][CH:16]=[C:17](/[CH:23]=[CH:24]/[C:25]([OH:27])=O)[CH:18]=3)[O:13]2)[CH2:9]1)=[O:7])([CH3:4])([CH3:3])[CH3:2].C(Cl)CCl.C1C=CC2N(O)N=NC=2C=1.[NH2:42][O:43][CH:44]1[CH2:49][CH2:48][CH2:47][CH2:46][O:45]1. (3) Given the product [Br:1][C:2]1[CH:11]=[C:10]2[C:5]([C:6]([NH:23][CH2:22][CH2:21][CH2:20][O:19][CH:16]([CH3:18])[CH3:17])=[C:7]([N+:12]([O-:14])=[O:13])[CH:8]=[N:9]2)=[CH:4][CH:3]=1, predict the reactants needed to synthesize it. The reactants are: [Br:1][C:2]1[CH:11]=[C:10]2[C:5]([C:6](Cl)=[C:7]([N+:12]([O-:14])=[O:13])[CH:8]=[N:9]2)=[CH:4][CH:3]=1.[CH:16]([O:19][CH2:20][CH2:21][CH2:22][NH2:23])([CH3:18])[CH3:17].